Task: Binary Classification. Given a T-cell receptor sequence (or CDR3 region) and an epitope sequence, predict whether binding occurs between them.. Dataset: TCR-epitope binding with 47,182 pairs between 192 epitopes and 23,139 TCRs (1) The epitope is VLAWLYAAV. The TCR CDR3 sequence is CASSQEIRNYEQYF. Result: 1 (the TCR binds to the epitope). (2) The epitope is KLGGALQAK. The TCR CDR3 sequence is CASGFAGDEKLFF. Result: 1 (the TCR binds to the epitope). (3) Result: 1 (the TCR binds to the epitope). The TCR CDR3 sequence is CASSASGGGGAETQYF. The epitope is GVAMPNLYK. (4) The epitope is FQPTNGVGY. The TCR CDR3 sequence is CSVTGLAGDRETQYF. Result: 1 (the TCR binds to the epitope). (5) The epitope is FVDGVPFVV. The TCR CDR3 sequence is CASSEWLAGATGELFF. Result: 1 (the TCR binds to the epitope). (6) The epitope is LLQTGIHVRVSQPSL. The TCR CDR3 sequence is CASSQEYSPIGIADTQYF. Result: 1 (the TCR binds to the epitope). (7) The epitope is MMISAGFSL. The TCR CDR3 sequence is CASSPERGVSYEQYF. Result: 0 (the TCR does not bind to the epitope). (8) The epitope is ELAGIGILTV. The TCR CDR3 sequence is CSAVRGGGNTEAFF. Result: 0 (the TCR does not bind to the epitope). (9) The epitope is AVFDRKSDAK. The TCR CDR3 sequence is CASSIEDKDQPQHF. Result: 1 (the TCR binds to the epitope). (10) The epitope is LSDDAVVCFNSTY. The TCR CDR3 sequence is CASSQGFGGETQYF. Result: 0 (the TCR does not bind to the epitope).